From a dataset of M1 muscarinic receptor antagonist screen with 61,756 compounds. Binary Classification. Given a drug SMILES string, predict its activity (active/inactive) in a high-throughput screening assay against a specified biological target. (1) The compound is Brc1ccc(S(=O)(=O)Cc2oc(C(=O)NCCN3CCCCCC3)cc2)cc1. The result is 1 (active). (2) The molecule is Clc1c(c(N(S(=O)(=O)C)CC(=O)NCCCOC)ccc1)C. The result is 0 (inactive). (3) The compound is Oc1c(N\C=C\C(=O)c2cc(OC)ccc2)cc(cc1)C. The result is 0 (inactive). (4) The drug is Fc1ccc(c2cc3c(oc2=O)cc(O)cc3)cc1. The result is 0 (inactive). (5) The molecule is Clc1c(NC(=O)COC(=O)C(NC(=O)c2occc2)C(C)C)ncc(Cl)c1C. The result is 0 (inactive).